Task: Predict which catalyst facilitates the given reaction.. Dataset: Catalyst prediction with 721,799 reactions and 888 catalyst types from USPTO Reactant: [CH3:1][O:2][C:3]1[C:8]([O:9][CH3:10])=[C:7]([O:11][CH3:12])[C:6]([O:13][CH3:14])=[C:5]([CH3:15])[C:4]=1[CH2:16][CH2:17][CH2:18][OH:19].C(N(CC)CC)C.[CH3:27][S:28](Cl)(=[O:30])=[O:29]. Product: [CH3:27][S:28]([O:19][CH2:18][CH2:17][CH2:16][C:4]1[C:3]([O:2][CH3:1])=[C:8]([O:9][CH3:10])[C:7]([O:11][CH3:12])=[C:6]([O:13][CH3:14])[C:5]=1[CH3:15])(=[O:30])=[O:29]. The catalyst class is: 2.